From a dataset of Choline transporter screen with 302,306 compounds. Binary Classification. Given a drug SMILES string, predict its activity (active/inactive) in a high-throughput screening assay against a specified biological target. (1) The drug is OC1(N(N=C(C1)C)C(=O)Cc1cc(OC)c(OC)cc1)c1cccnc1. The result is 0 (inactive). (2) The drug is S=C(N1CCC(NC(=O)C2CCCCC2)CC1)Nc1ccc(OC)cc1. The result is 0 (inactive).